This data is from Retrosynthesis with 50K atom-mapped reactions and 10 reaction types from USPTO. The task is: Predict the reactants needed to synthesize the given product. (1) Given the product c1ccc(C2CCNCC2)nc1, predict the reactants needed to synthesize it. The reactants are: NCCCN1CCC(c2ccccn2)CC1. (2) Given the product C#CCN1CCC(=O)N(C)c2cnc(Nc3ccc(C(=O)NC4CCN(C)CC4)cc3OC)nc21, predict the reactants needed to synthesize it. The reactants are: C#CCN1CCC(=O)N(C)c2cnc(Cl)nc21.COc1cc(C(=O)NC2CCN(C)CC2)ccc1N. (3) The reactants are: CCI.O=c1[nH]ccc2c(Br)cccc12. Given the product CCn1ccc2c(Br)cccc2c1=O, predict the reactants needed to synthesize it. (4) Given the product CC(C)(C)c1ccc(C2=NCCCn3cncc32)cc1, predict the reactants needed to synthesize it. The reactants are: CC(C)(C)c1ccc(C(=O)c2cncn2CCCN)cc1. (5) Given the product Oc1ccc(Nc2nccc(Nc3ccccc3)n2)cc1, predict the reactants needed to synthesize it. The reactants are: Clc1nccc(Nc2ccccc2)n1.Nc1ccc(O)cc1. (6) Given the product CS(=O)(=O)CCN1CCC(NS(=O)(=O)c2ccc(Nc3nccc(Nc4ccc(F)cc4)n3)cc2)CC1, predict the reactants needed to synthesize it. The reactants are: CS(=O)(=O)CCN1CCC(N)CC1.O=S(=O)(Cl)c1ccc(Nc2nccc(Nc3ccc(F)cc3)n2)cc1. (7) Given the product CC(C)N1CCC(N(Cc2nccs2)S(=O)(=O)CCNC(=O)c2ccc(Cl)s2)CC1, predict the reactants needed to synthesize it. The reactants are: CC(C)N1CCC(N(Cc2nccs2)S(=O)(=O)CCN)CC1.O=C(O)c1ccc(Cl)s1.